Dataset: Forward reaction prediction with 1.9M reactions from USPTO patents (1976-2016). Task: Predict the product of the given reaction. (1) Given the reactants [NH2:1][C:2]1[NH:6][N:5]=[C:4]([NH:7][C:8]2[CH:13]=[CH:12][CH:11]=[C:10]([Cl:14])[CH:9]=2)[C:3]=1[C:15]([NH2:17])=[O:16].[F:18][C:19]([F:36])([F:35])[C:20]1[CH:21]=[CH:22][C:23]([O:26][C:27]2[CH:34]=[CH:33][C:30]([CH:31]=O)=[CH:29][CH:28]=2)=[N:24][CH:25]=1.[BH4-].[Na+], predict the reaction product. The product is: [Cl:14][C:10]1[CH:9]=[C:8]([NH:7][C:4]2[C:3]([C:15]([NH2:17])=[O:16])=[C:2]([NH:1][CH2:31][C:30]3[CH:29]=[CH:28][C:27]([O:26][C:23]4[CH:22]=[CH:21][C:20]([C:19]([F:36])([F:18])[F:35])=[CH:25][N:24]=4)=[CH:34][CH:33]=3)[NH:6][N:5]=2)[CH:13]=[CH:12][CH:11]=1. (2) Given the reactants [NH:1]1[CH:5]=[C:4]([C:6]2[C:7]([C:12]3[CH:17]=[CH:16][CH:15]=[CH:14][CH:13]=3)=[N:8][O:9][C:10]=2[CH3:11])[N:3]=[CH:2]1.[Cl:18][C:19]1[CH:20]=[C:21](B(O)O)[CH:22]=[CH:23][C:24]=1[F:25], predict the reaction product. The product is: [Cl:18][C:19]1[CH:20]=[C:21]([N:1]2[CH:5]=[C:4]([C:6]3[C:7]([C:12]4[CH:13]=[CH:14][CH:15]=[CH:16][CH:17]=4)=[N:8][O:9][C:10]=3[CH3:11])[N:3]=[CH:2]2)[CH:22]=[CH:23][C:24]=1[F:25]. (3) Given the reactants CC1(C)C(C)(C)OB([C:9]2[CH:17]=[CH:16][CH:15]=[C:14]3[C:10]=2[CH:11]=[CH:12][NH:13]3)O1.[Br:19][C:20]1[CH:25]=[CH:24][C:23](Br)=[CH:22][CH:21]=1.[OH-].[Na+], predict the reaction product. The product is: [Br:19][C:20]1[CH:21]=[C:22]([C:9]2[CH:17]=[CH:16][CH:15]=[C:14]3[C:10]=2[CH:11]=[CH:12][NH:13]3)[CH:23]=[CH:24][CH:25]=1. (4) Given the reactants [CH:1]([C:3]1[CH:8]=[CH:7][N:6]=[C:5]([CH2:9][N:10]([CH2:18][C:19](=[O:36])[NH:20][CH:21]2[CH2:26][CH2:25][N:24]([CH2:27][C:28]3[CH:33]=[CH:32][CH:31]=[CH:30][C:29]=3[O:34][CH3:35])[CH2:23][CH2:22]2)[C:11](=[O:17])[O:12][C:13]([CH3:16])([CH3:15])[CH3:14])[CH:4]=1)=O.[CH:37]1([NH2:40])[CH2:39][CH2:38]1, predict the reaction product. The product is: [CH:37]1([NH:40][CH2:1][C:3]2[CH:8]=[CH:7][N:6]=[C:5]([CH2:9][N:10]([CH2:18][C:19](=[O:36])[NH:20][CH:21]3[CH2:22][CH2:23][N:24]([CH2:27][C:28]4[CH:33]=[CH:32][CH:31]=[CH:30][C:29]=4[O:34][CH3:35])[CH2:25][CH2:26]3)[C:11](=[O:17])[O:12][C:13]([CH3:14])([CH3:16])[CH3:15])[CH:4]=2)[CH2:39][CH2:38]1.